Dataset: Cav3 T-type calcium channel HTS with 100,875 compounds. Task: Binary Classification. Given a drug SMILES string, predict its activity (active/inactive) in a high-throughput screening assay against a specified biological target. (1) The compound is O(c1cc(C2(CCCC2)CN(C(=O)C)C(=O)C)ccc1OC)C. The result is 0 (inactive). (2) The compound is S(=O)(=O)(NCCn1c2c(cc1)cccc2)c1c(cc(cc1C)C)C. The result is 0 (inactive). (3) The drug is o1c2c(ncnc2n2ncc(c2N)C(OCC)=O)c2c1cccc2. The result is 0 (inactive). (4) The compound is O=C(N1CCN(CC1)c1ncccc1)c1oc(cc1)C#Cc1ccccc1. The result is 0 (inactive).